This data is from Peptide-MHC class II binding affinity with 134,281 pairs from IEDB. The task is: Regression. Given a peptide amino acid sequence and an MHC pseudo amino acid sequence, predict their binding affinity value. This is MHC class II binding data. The peptide sequence is RTVVLTESTLSTALAELATR. The MHC is DRB1_0101 with pseudo-sequence DRB1_0101. The binding affinity (normalized) is 0.805.